Predict which catalyst facilitates the given reaction. From a dataset of Catalyst prediction with 721,799 reactions and 888 catalyst types from USPTO. Reactant: C([O:4][CH2:5][C:6]([NH:8][C:9]1[C:10]([I:96])=[C:11]([C:82]([I:95])=[C:83]([C:86](=[O:94])[N:87]([CH2:89][CH:90]([OH:93])[CH2:91][OH:92])[CH3:88])[C:84]=1[I:85])[C:12]([NH:14][CH:15]1[CH:20]([OH:21])[CH:19]([NH:22][C:23](=[O:50])[C:24]2[C:29]([I:30])=[C:28]([C:31](=[O:39])[N:32]([CH2:34][CH:35]([OH:38])[CH2:36][OH:37])[CH3:33])[C:27]([I:40])=[C:26]([NH:41][C:42](=[O:48])[CH2:43][O:44]C(=O)C)[C:25]=2[I:49])[CH:18]([OH:51])[CH:17]([NH:52][C:53]([C:55]2[C:56]([I:80])=[C:57]([NH:72][C:73]([CH2:75][O:76]C(=O)C)=[O:74])[C:58]([I:71])=[C:59]([C:62](=[O:70])[N:63]([CH2:65][CH:66]([OH:69])[CH2:67][OH:68])[CH3:64])[C:60]=2[I:61])=[O:54])[CH:16]1[OH:81])=[O:13])=[O:7])(=O)C.N. Product: [OH:38][CH:35]([CH2:36][OH:37])[CH2:34][N:32]([CH3:33])[C:31]([C:28]1[C:29]([I:30])=[C:24]([C:25]([I:49])=[C:26]([NH:41][C:42](=[O:48])[CH2:43][OH:44])[C:27]=1[I:40])[C:23]([NH:22][CH:19]1[CH:20]([OH:21])[CH:15]([NH:14][C:12](=[O:13])[C:11]2[C:10]([I:96])=[C:9]([NH:8][C:6](=[O:7])[CH2:5][OH:4])[C:84]([I:85])=[C:83]([C:86](=[O:94])[N:87]([CH2:89][CH:90]([OH:93])[CH2:91][OH:92])[CH3:88])[C:82]=2[I:95])[CH:16]([OH:81])[CH:17]([NH:52][C:53](=[O:54])[C:55]2[C:56]([I:80])=[C:57]([NH:72][C:73](=[O:74])[CH2:75][OH:76])[C:58]([I:71])=[C:59]([C:62](=[O:70])[N:63]([CH2:65][CH:66]([OH:69])[CH2:67][OH:68])[CH3:64])[C:60]=2[I:61])[CH:18]1[OH:51])=[O:50])=[O:39]. The catalyst class is: 5.